Dataset: Full USPTO retrosynthesis dataset with 1.9M reactions from patents (1976-2016). Task: Predict the reactants needed to synthesize the given product. (1) Given the product [Br:1][C:2]1[C:7]([CH3:8])=[N:6][N:5]2[C:9]([C:13]3[S:17][C:16]([N:25]4[CH2:30][CH2:29][O:28][CH2:27][CH2:26]4)=[N:15][C:14]=3[CH3:19])=[C:10]([CH3:12])[N:11]=[C:4]2[C:3]=1[CH:20]([CH2:23][CH3:24])[CH2:21][CH3:22], predict the reactants needed to synthesize it. The reactants are: [Br:1][C:2]1[C:7]([CH3:8])=[N:6][N:5]2[C:9]([C:13]3[S:17][C:16](Br)=[N:15][C:14]=3[CH3:19])=[C:10]([CH3:12])[N:11]=[C:4]2[C:3]=1[CH:20]([CH2:23][CH3:24])[CH2:21][CH3:22].[NH:25]1[CH2:30][CH2:29][O:28][CH2:27][CH2:26]1.C(=O)([O-])[O-].[Cs+].[Cs+]. (2) Given the product [C:1]([C:5]1[CH:6]=[C:7]([C:10]([O:13][CH3:14])=[CH:11][N:12]=1)[C:8]#[N:9])([CH3:4])([CH3:2])[CH3:3], predict the reactants needed to synthesize it. The reactants are: [C:1]([C:5]1[CH:6]=[C:7]([C:10]([OH:13])=[CH:11][N:12]=1)[C:8]#[N:9])([CH3:4])([CH3:3])[CH3:2].[CH:14](N(CC)C(C)C)(C)C.C[Si](C=[N+]=[N-])(C)C. (3) Given the product [Br:21][SH:9]1[CH:10]=[C:11]([C:13]2[CH:14]=[C:15]([CH:18]=[CH:19][CH:20]=2)[C:16]#[N:17])[N:12]=[C:8]1[NH:7][C:2]1[CH:3]=[N:4][CH:5]=[CH:6][N:1]=1, predict the reactants needed to synthesize it. The reactants are: [N:1]1[CH:6]=[CH:5][N:4]=[CH:3][C:2]=1[NH:7][C:8]1[S:9][CH:10]=[C:11]([C:13]2[CH:14]=[C:15]([CH:18]=[CH:19][CH:20]=2)[C:16]#[N:17])[N:12]=1.[Br:21]Br.O.C(=O)([O-])[O-].[K+].[K+]. (4) Given the product [Br:1][C:2]1[S:3][C:4]([CH3:10])=[CH:5][C:6]=1[C:7]([NH:17][C:18]1[CH:19]=[CH:20][C:21]([CH3:25])=[CH:22][C:23]=1[OH:24])=[O:9], predict the reactants needed to synthesize it. The reactants are: [Br:1][C:2]1[S:3][C:4]([CH3:10])=[CH:5][C:6]=1[C:7]([OH:9])=O.C(Cl)(=O)C(Cl)=O.[NH2:17][C:18]1[CH:19]=[CH:20][C:21]([CH3:25])=[CH:22][C:23]=1[OH:24].N1C=CC=CC=1.Cl. (5) Given the product [OH:2][C@:3]1([C@@H:24]2[CH2:28][S:27][C:26](=[O:29])[NH:25]2)[CH2:8][C@H:7]([NH:9][C:10](=[O:18])/[CH:11]=[C:12](/[CH3:17])\[CH2:13][CH2:14][CH:15]=[CH2:16])[CH2:6][C@@H:5]([CH2:19][CH2:20][CH2:21][CH:22]=[CH2:23])[O:4]1, predict the reactants needed to synthesize it. The reactants are: C[O:2][C@:3]1([C@@H:24]2[CH2:28][S:27][C:26](=[O:29])[N:25]2CC2C=CC(OC)=CC=2)[CH2:8][C@H:7]([NH:9][C:10](=[O:18])/[CH:11]=[C:12](/[CH3:17])\[CH2:13][CH2:14][CH:15]=[CH2:16])[CH2:6][C@@H:5]([CH2:19][CH2:20][CH2:21][CH:22]=[CH2:23])[O:4]1.COC1C=CC(CN2CCSC2=O)=CC=1. (6) Given the product [CH3:18][O:17][C:11]1[CH:10]=[C:9]([CH:14]=[CH:13][C:12]=1[O:15][CH3:16])[O:6][C:7]1[S:4][C:3]([NH2:5])=[N:2][N:1]=1, predict the reactants needed to synthesize it. The reactants are: [NH2:1][NH:2][C:3]([NH2:5])=[S:4].[O:6]([C:9]1[CH:14]=[CH:13][C:12]([O:15][CH3:16])=[C:11]([O:17][CH3:18])[CH:10]=1)[C:7]#N.N.